Dataset: Forward reaction prediction with 1.9M reactions from USPTO patents (1976-2016). Task: Predict the product of the given reaction. (1) Given the reactants S(Cl)([Cl:3])=O.[C:5]([NH:8][C:9]1[N:14]=[C:13]([CH2:15]O)[CH:12]=[CH:11][N:10]=1)(=[O:7])[CH3:6], predict the reaction product. The product is: [C:5]([NH:8][C:9]1[N:14]=[C:13]([CH2:15][Cl:3])[CH:12]=[CH:11][N:10]=1)(=[O:7])[CH3:6]. (2) Given the reactants C([O:9][CH2:10][CH2:11][O:12][CH2:13][CH2:14][N:15]1[C:23]2[C:22](Cl)=[N:21][CH:20]=[N:19][C:18]=2[CH:17]=[CH:16]1)(=O)C1C=CC=CC=1.[Cl:25][C:26]1[CH:27]=[C:28]([CH:30]=[CH:31][C:32]=1[O:33][C:34]1[CH:39]=[CH:38][CH:37]=[C:36]([C:40]2[O:41][CH:42]=[C:43]([CH3:45])[N:44]=2)[CH:35]=1)[NH2:29].C(O)(C)C.[OH-].[Na+], predict the reaction product. The product is: [Cl:25][C:26]1[CH:27]=[C:28]([NH:29][C:22]2[C:23]3[N:15]([CH2:14][CH2:13][O:12][CH2:11][CH2:10][OH:9])[CH:16]=[CH:17][C:18]=3[N:19]=[CH:20][N:21]=2)[CH:30]=[CH:31][C:32]=1[O:33][C:34]1[CH:39]=[CH:38][CH:37]=[C:36]([C:40]2[O:41][CH:42]=[C:43]([CH3:45])[N:44]=2)[CH:35]=1. (3) Given the reactants [C:1]([C:3]1[CH:4]=[CH:5][C:6]([CH2:9][C:10]([O:12][CH3:13])=[O:11])=[N:7][CH:8]=1)#[N:2].[ClH:14], predict the reaction product. The product is: [Cl-:14].[CH3:13][O:12][C:10](=[O:11])[CH2:9][C:6]1[N:7]=[CH:8][C:3]([CH2:1][NH3+:2])=[CH:4][CH:5]=1. (4) Given the reactants [NH2:1][C:2]1[S:3][C:4]([C:10]2[C:15]([F:16])=[CH:14][C:13]([C:17]([OH:20])([CH3:19])[CH3:18])=[CH:12][C:11]=2[F:21])=[CH:5][C:6]=1[C:7]([NH2:9])=[O:8].[CH2:22]([O:29][C:30](=[O:47])[N:31]([CH2:39][C:40]1[CH:45]=[CH:44][CH:43]=[C:42](Br)[N:41]=1)[CH2:32][C:33]([NH:35][CH:36]([CH3:38])[CH3:37])=[O:34])[C:23]1[CH:28]=[CH:27][CH:26]=[CH:25][CH:24]=1, predict the reaction product. The product is: [CH2:22]([O:29][C:30](=[O:47])[N:31]([CH2:39][C:40]1[CH:45]=[CH:44][CH:43]=[C:42]([NH:1][C:2]2[S:3][C:4]([C:10]3[C:11]([F:21])=[CH:12][C:13]([C:17]([OH:20])([CH3:18])[CH3:19])=[CH:14][C:15]=3[F:16])=[CH:5][C:6]=2[C:7]([NH2:9])=[O:8])[N:41]=1)[CH2:32][C:33]([NH:35][CH:36]([CH3:38])[CH3:37])=[O:34])[C:23]1[CH:28]=[CH:27][CH:26]=[CH:25][CH:24]=1. (5) Given the reactants [F:1][C@@H:2]1[C@@H:6]([CH2:7][O:8][C:9](=[O:34])[CH2:10][CH2:11][C:12]([O:14][CH:15]([CH2:25][O:26]CC2C=CC=CC=2)[CH2:16][O:17]CC2C=CC=CC=2)=[O:13])[O:5][C@@H:4]([N:35]2[C:45]3[N:44]=[C:42]([NH2:43])[NH:41][C:39](=[O:40])[C:38]=3[N:37]=[CH:36]2)[CH2:3]1, predict the reaction product. The product is: [F:1][C@@H:2]1[C@@H:6]([CH2:7][O:8][C:9](=[O:34])[CH2:10][CH2:11][C:12]([O:14][CH:15]([CH2:16][OH:17])[CH2:25][OH:26])=[O:13])[O:5][C@@H:4]([N:35]2[C:45]3[N:44]=[C:42]([NH2:43])[NH:41][C:39](=[O:40])[C:38]=3[N:37]=[CH:36]2)[CH2:3]1. (6) The product is: [N+:1]([C:4]1[CH:9]=[CH:8][CH:7]=[CH:6][C:5]=1[C:10]1[S:12][CH:14]=[C:15]([CH2:16][C:17]([O:19][CH2:20][CH3:21])=[O:18])[N:11]=1)([O-:3])=[O:2]. Given the reactants [N+:1]([C:4]1[CH:9]=[CH:8][CH:7]=[CH:6][C:5]=1[C:10](=[S:12])[NH2:11])([O-:3])=[O:2].Br[CH2:14][C:15](=O)[CH2:16][C:17]([O:19][CH2:20][CH3:21])=[O:18], predict the reaction product. (7) Given the reactants [CH3:1][C:2]1[CH:6]=[CH:5][S:4][C:3]=1[C:7]([O:9][CH3:10])=[O:8].[Br:11]N1C(=O)CCC1=O, predict the reaction product. The product is: [Br:11][CH2:1][C:2]1[CH:6]=[CH:5][S:4][C:3]=1[C:7]([O:9][CH3:10])=[O:8]. (8) Given the reactants [C:1]1([CH:7]2[C:16]([C:17]3[CH:18]=[CH:19][C:20]4[O:25][CH2:24][C:23](=[O:26])[NH:22][C:21]=4[CH:27]=3)=[CH:15][C:14]3[C:9](=[CH:10][C:11](B4OC(C)(C)C(C)(C)O4)=[CH:12][CH:13]=3)[S:8]2)[CH:6]=[CH:5][CH:4]=[CH:3][CH:2]=1.Br[C:38]1[CH:43]=[CH:42][CH:41]=[CH:40][N:39]=1.C(=O)([O-])[O-].[Cs+].[Cs+].C1COCC1, predict the reaction product. The product is: [C:1]1([CH:7]2[C:16]([C:17]3[CH:18]=[CH:19][C:20]4[O:25][CH2:24][C:23](=[O:26])[NH:22][C:21]=4[CH:27]=3)=[CH:15][C:14]3[C:9](=[CH:10][C:11]([C:38]4[CH:43]=[CH:42][CH:41]=[CH:40][N:39]=4)=[CH:12][CH:13]=3)[S:8]2)[CH:6]=[CH:5][CH:4]=[CH:3][CH:2]=1. (9) Given the reactants [CH3:1][C:2]([C:4]1[CH:9]=[CH:8][C:7]([Br:10])=[CH:6][CH:5]=1)=[O:3].[CH:11](=O)[C:12]1[CH:17]=[CH:16][CH:15]=[CH:14][CH:13]=1.[OH-].[Na+].C(O)(=O)C, predict the reaction product. The product is: [Br:10][C:7]1[CH:8]=[CH:9][C:4]([C:2](=[O:3])/[CH:1]=[CH:11]/[C:12]2[CH:17]=[CH:16][CH:15]=[CH:14][CH:13]=2)=[CH:5][CH:6]=1. (10) Given the reactants [S:1]1[CH:5]=[CH:4][C:3]([CH:6]=[O:7])=[CH:2]1.[BrH:8].CCOCC.[Br:14]Br, predict the reaction product. The product is: [Br:8][C:2]1[S:1][C:5]([Br:14])=[CH:4][C:3]=1[CH:6]=[O:7].